From a dataset of Full USPTO retrosynthesis dataset with 1.9M reactions from patents (1976-2016). Predict the reactants needed to synthesize the given product. Given the product [CH3:1][O:2][C:3]1[CH:44]=[C:43]([O:45][CH3:46])[CH:42]=[CH:41][C:4]=1[CH2:5][N:6]([CH2:7][C:8]1[CH:13]=[CH:12][N:11]=[C:10]2[N:14]([S:31]([C:34]3[CH:35]=[CH:36][C:37]([CH3:40])=[CH:38][CH:39]=3)(=[O:33])=[O:32])[C:15]([C:17]3[C:25]4[C:20](=[CH:21][C:22]([O:28][CH3:29])=[C:23]([O:26][CH3:27])[CH:24]=4)[N:19]([CH3:30])[CH:18]=3)=[CH:16][C:9]=12)[S:52]([C:48]1[S:47][CH:51]=[CH:50][CH:49]=1)(=[O:54])=[O:53], predict the reactants needed to synthesize it. The reactants are: [CH3:1][O:2][C:3]1[CH:44]=[C:43]([O:45][CH3:46])[CH:42]=[CH:41][C:4]=1[CH2:5][NH:6][CH2:7][C:8]1[CH:13]=[CH:12][N:11]=[C:10]2[N:14]([S:31]([C:34]3[CH:39]=[CH:38][C:37]([CH3:40])=[CH:36][CH:35]=3)(=[O:33])=[O:32])[C:15]([C:17]3[C:25]4[C:20](=[CH:21][C:22]([O:28][CH3:29])=[C:23]([O:26][CH3:27])[CH:24]=4)[N:19]([CH3:30])[CH:18]=3)=[CH:16][C:9]=12.[S:47]1[CH:51]=[CH:50][CH:49]=[C:48]1[S:52](Cl)(=[O:54])=[O:53].